Dataset: Peptide-MHC class I binding affinity with 185,985 pairs from IEDB/IMGT. Task: Regression. Given a peptide amino acid sequence and an MHC pseudo amino acid sequence, predict their binding affinity value. This is MHC class I binding data. (1) The peptide sequence is SMGNTLTCYV. The MHC is HLA-A02:02 with pseudo-sequence HLA-A02:02. The binding affinity (normalized) is 0.649. (2) The peptide sequence is DLEALKKETI. The MHC is HLA-A02:02 with pseudo-sequence HLA-A02:02. The binding affinity (normalized) is 0.0792. (3) The peptide sequence is FLDDASNSA. The MHC is HLA-A02:06 with pseudo-sequence HLA-A02:06. The binding affinity (normalized) is 0.820. (4) The peptide sequence is IAMESIVIW. The MHC is HLA-A24:02 with pseudo-sequence HLA-A24:02. The binding affinity (normalized) is 0.223. (5) The peptide sequence is NPDCKTIL. The MHC is HLA-B35:01 with pseudo-sequence HLA-B35:01. The binding affinity (normalized) is 0. (6) The binding affinity (normalized) is 0.326. The peptide sequence is FLRGRAYGL. The MHC is HLA-B15:01 with pseudo-sequence HLA-B15:01. (7) The peptide sequence is YFLRRLALV. The MHC is HLA-A24:03 with pseudo-sequence HLA-A24:03. The binding affinity (normalized) is 0.175.